This data is from Retrosynthesis with 50K atom-mapped reactions and 10 reaction types from USPTO. The task is: Predict the reactants needed to synthesize the given product. (1) Given the product C[C@H]1CN(c2ccccc2)CCN1, predict the reactants needed to synthesize it. The reactants are: Brc1ccccc1.C[C@H]1CNCCN1. (2) Given the product COc1cc(NCCCCCCN2CCN(CC(O)CO)CC2)c2nccc(C)c2c1, predict the reactants needed to synthesize it. The reactants are: COc1cc(NCCCCCCN2CCNCC2)c2nccc(C)c2c1.OCC(O)CCl. (3) Given the product CCCCCCCCCNc1ccc(C)cc1N, predict the reactants needed to synthesize it. The reactants are: CCCCCCCCCNc1ccc(C)cc1[N+](=O)[O-]. (4) Given the product CC(C)(C)OC(=O)NCCc1c[nH]cn1, predict the reactants needed to synthesize it. The reactants are: CC(C)(C)OC(=O)NCCc1cn(C(=O)OC(C)(C)C)cn1. (5) Given the product CCOc1cc2c(cc1C(=O)CC)C(C(C)(C)C)=CCC2(C)C, predict the reactants needed to synthesize it. The reactants are: CCOc1cc2c(cc1C(O)CC)C(C(C)(C)C)=CCC2(C)C. (6) Given the product CS(=O)(=O)OC1CCC(C(F)(F)F)CC1, predict the reactants needed to synthesize it. The reactants are: CS(=O)(=O)Cl.OC1CCC(C(F)(F)F)CC1. (7) Given the product COc1ccc(CN(c2nc(Nc3cc(C#N)cc(C4CN(C(=O)OC(C)(C)C)CCO4)c3Cl)nn3c(C#N)cnc23)C2CC2)cc1, predict the reactants needed to synthesize it. The reactants are: CC(C)(C)OC(=O)N1CCOC(c2cc(C#N)cc(N)c2Cl)C1.COc1ccc(CN(c2nc(Cl)nn3c(C#N)cnc23)C2CC2)cc1.